This data is from Forward reaction prediction with 1.9M reactions from USPTO patents (1976-2016). The task is: Predict the product of the given reaction. Given the reactants [NH2:1][C:2]1[C:3]2[C:10]([C:11]3[CH:16]=[CH:15][C:14]([O:17][C:18]4[CH:23]=[CH:22][CH:21]=[CH:20][CH:19]=4)=[CH:13][CH:12]=3)=[CH:9][NH:8][C:4]=2[N:5]=[CH:6][N:7]=1.[Br:24]N1C(=O)CCC1=O, predict the reaction product. The product is: [NH2:1][C:2]1[C:3]2[C:10]([C:11]3[CH:12]=[CH:13][C:14]([O:17][C:18]4[CH:23]=[CH:22][CH:21]=[CH:20][CH:19]=4)=[CH:15][CH:16]=3)=[C:9]([Br:24])[NH:8][C:4]=2[N:5]=[CH:6][N:7]=1.